From a dataset of Peptide-MHC class I binding affinity with 185,985 pairs from IEDB/IMGT. Regression. Given a peptide amino acid sequence and an MHC pseudo amino acid sequence, predict their binding affinity value. This is MHC class I binding data. (1) The peptide sequence is ILGTVSWNL. The MHC is HLA-B08:01 with pseudo-sequence HLA-B08:01. The binding affinity (normalized) is 0.0847. (2) The peptide sequence is ILKGKFQTA. The MHC is HLA-B15:09 with pseudo-sequence HLA-B15:09. The binding affinity (normalized) is 0.0847. (3) The peptide sequence is IHIPGDTLF. The MHC is HLA-B18:01 with pseudo-sequence HLA-B18:01. The binding affinity (normalized) is 0.0847. (4) The peptide sequence is FFGPIGKL. The MHC is HLA-A68:02 with pseudo-sequence HLA-A68:02. The binding affinity (normalized) is 0.0284. (5) The peptide sequence is WSQNPTMLY. The MHC is HLA-A30:01 with pseudo-sequence HLA-A30:01. The binding affinity (normalized) is 0.484.